This data is from Catalyst prediction with 721,799 reactions and 888 catalyst types from USPTO. The task is: Predict which catalyst facilitates the given reaction. (1) Reactant: CN(C)[C:3](=[O:10])[C:4]1[CH:9]=[CH:8][CH:7]=[CH:6][CH:5]=1.[CH2:12]([Li])[CH:13]([CH3:15])[CH3:14]. Product: [CH3:12][CH:13]([CH3:15])[CH2:14][C:3]([C:4]1[CH:9]=[CH:8][CH:7]=[CH:6][CH:5]=1)=[O:10]. The catalyst class is: 28. (2) Reactant: C([NH:4][C:5]1[CH:25]=[CH:24][C:8]([O:9][C:10]2[N:11]3[C:15]([CH:16]=[CH:17][CH:18]=2)=[N:14][C:13]([NH:19][C:20](=[O:23])[O:21][CH3:22])=[CH:12]3)=[CH:7][CH:6]=1)(=O)C.Cl.[NH4+].[OH-]. Product: [NH2:4][C:5]1[CH:6]=[CH:7][C:8]([O:9][C:10]2[N:11]3[C:15]([CH:16]=[CH:17][CH:18]=2)=[N:14][C:13]([NH:19][C:20](=[O:23])[O:21][CH3:22])=[CH:12]3)=[CH:24][CH:25]=1. The catalyst class is: 6.